Predict the reaction yield, written as a fraction of the theoretical maximum amount of product (1.0 means a 100% yield; for example, 0.34 means a 34% yield). From a dataset of Reaction yield outcomes from USPTO patents with 853,638 reactions. (1) The reactants are Cl[C:2]1[C:3]2[N:11]=[C:10]([C:12]3[CH:17]=[CH:16][C:15]([O:18][CH3:19])=[C:14]([CH3:20])[CH:13]=3)[CH:9]=[CH:8][C:4]=2[N:5]=[CH:6][N:7]=1.[NH:21]1[CH2:26][CH2:25][NH:24][CH2:23][CH2:22]1. The catalyst is C(O)(C)C. The product is [N:21]1([C:2]2[C:3]3[N:11]=[C:10]([C:12]4[CH:17]=[CH:16][C:15]([O:18][CH3:19])=[C:14]([CH3:20])[CH:13]=4)[CH:9]=[CH:8][C:4]=3[N:5]=[CH:6][N:7]=2)[CH2:26][CH2:25][NH:24][CH2:23][CH2:22]1. The yield is 0.780. (2) The reactants are [Br:1][C:2]1[C:14]([F:15])=[CH:13][C:12]([C:16](=[O:18])[NH2:17])=[C:11]2[C:3]=1[C:4]1[CH:5]=[CH:6][C:7]([CH2:19][C:20](OCC)=[O:21])=[CH:8][C:9]=1[NH:10]2.[BH4-].[Li+].[NH4+].[Cl-]. The catalyst is C1COCC1.O. The product is [Br:1][C:2]1[C:3]2[C:4]3[C:9](=[CH:8][C:7]([CH2:19][CH2:20][OH:21])=[CH:6][CH:5]=3)[NH:10][C:11]=2[C:12]([C:16]([NH2:17])=[O:18])=[CH:13][C:14]=1[F:15]. The yield is 0.690. (3) The reactants are Br[C:2]1[CH:3]=[CH:4][C:5]([O:9][C:10]([F:13])([F:12])[F:11])=[C:6]([NH2:8])[CH:7]=1.[Li]N([Si](C)(C)C)[Si](C)(C)C.[CH3:24][N:25]1[CH2:30][CH2:29][NH:28][CH2:27][CH2:26]1. The catalyst is C1COCC1.C1C=CC(/C=C/C(/C=C/C2C=CC=CC=2)=O)=CC=1.C1C=CC(/C=C/C(/C=C/C2C=CC=CC=2)=O)=CC=1.C1C=CC(/C=C/C(/C=C/C2C=CC=CC=2)=O)=CC=1.[Pd].[Pd].C1(P(C2CCCCC2)C2C=CC=CC=2C2C=CC=CC=2N(C)C)CCCCC1. The product is [CH3:24][N:25]1[CH2:30][CH2:29][N:28]([C:2]2[CH:3]=[CH:4][C:5]([O:9][C:10]([F:13])([F:12])[F:11])=[C:6]([NH2:8])[CH:7]=2)[CH2:27][CH2:26]1. The yield is 0.640. (4) The reactants are [F:1][C:2]1[CH:7]=[CH:6][C:5]([N:8]2[C:11](=[O:12])[C@H:10]([S:13][CH2:14][C:15]3([C:23]4[CH:28]=[CH:27][C:26]([O:29][CH3:30])=[CH:25][CH:24]=4)OCC(C)(C)C[O:16]3)[C@H:9]2[C:31]2[CH:45]=[CH:44][C:34]([O:35][CH2:36][C:37]([O:39]C(C)(C)C)=[O:38])=[CH:33][CH:32]=2)=[CH:4][CH:3]=1. The catalyst is C(O)=O. The product is [F:1][C:2]1[CH:3]=[CH:4][C:5]([N:8]2[C:11](=[O:12])[C@H:10]([S:13][CH2:14][C:15]([C:23]3[CH:28]=[CH:27][C:26]([O:29][CH3:30])=[CH:25][CH:24]=3)=[O:16])[C@H:9]2[C:31]2[CH:45]=[CH:44][C:34]([O:35][CH2:36][C:37]([OH:39])=[O:38])=[CH:33][CH:32]=2)=[CH:6][CH:7]=1. The yield is 0.880. (5) The reactants are O.[C:2]([OH:6])(=[O:5])[CH:3]=O.Cl.N1CCOCC1.O1CCOCC1.[F:20][C:21]([F:27])([F:26])[CH2:22][CH2:23][CH:24]=[O:25]. The catalyst is C(OC)(C)(C)C.O. The product is [OH:25][CH:24]1[O:6][C:2](=[O:5])[CH:3]=[C:23]1[CH2:22][C:21]([F:27])([F:26])[F:20]. The yield is 0.810. (6) The reactants are Br[C:2]1[CH:7]=[CH:6][CH:5]=[C:4]([Br:8])[N:3]=1.[C:9]1([OH:15])[CH:14]=[CH:13][CH:12]=[CH:11][CH:10]=1.CC(C)([O-])C.[K+].C(OCC)(=O)C. The catalyst is CS(C)=O.O. The product is [Br:8][C:4]1[CH:5]=[CH:6][CH:7]=[C:2]([O:15][C:9]2[CH:14]=[CH:13][CH:12]=[CH:11][CH:10]=2)[N:3]=1. The yield is 0.930. (7) The reactants are [C:1]([O:5][C:6](=[O:14])[CH2:7][NH:8][CH2:9][CH:10]([OH:13])[CH2:11][CH3:12])([CH3:4])([CH3:3])[CH3:2].[C:15](O[C:15]([O:17][C:18]([CH3:21])([CH3:20])[CH3:19])=[O:16])([O:17][C:18]([CH3:21])([CH3:20])[CH3:19])=[O:16].C([O-])(=O)C.[Na+]. The catalyst is O1CCOCC1.O. The product is [C:1]([O:5][C:6](=[O:14])[CH2:7][N:8]([C:15]([O:17][C:18]([CH3:21])([CH3:20])[CH3:19])=[O:16])[CH2:9][CH:10]([OH:13])[CH2:11][CH3:12])([CH3:2])([CH3:4])[CH3:3]. The yield is 0.550. (8) The reactants are [Cl:1][C:2]1[CH:18]=[CH:17][C:5]2[CH2:6][CH2:7][N:8]([C:11](=[O:16])[C:12]([F:15])([F:14])[F:13])[CH2:9][CH2:10][C:4]=2[C:3]=1OS(C(F)(F)F)(=O)=O.[CH:27]1([S:32][CH2:33][C:34]2[CH:41]=[CH:40][C:37]([CH2:38][NH2:39])=[CH:36][CH:35]=2)[CH2:31][CH2:30][CH2:29][CH2:28]1. The catalyst is C1(C)C=CC=CC=1. The product is [Cl:1][C:2]1[CH:18]=[CH:17][C:5]2[CH2:6][CH2:7][N:8]([C:11](=[O:16])[C:12]([F:13])([F:15])[F:14])[CH2:9][CH2:10][C:4]=2[C:3]=1[NH:39][CH2:38][C:37]1[CH:40]=[CH:41][C:34]([CH2:33][S:32][CH:27]2[CH2:31][CH2:30][CH2:29][CH2:28]2)=[CH:35][CH:36]=1. The yield is 0.410.